This data is from Catalyst prediction with 721,799 reactions and 888 catalyst types from USPTO. The task is: Predict which catalyst facilitates the given reaction. (1) Reactant: Br[C:2]1[CH:7]=[CH:6][C:5]([S:8]([NH:11][CH2:12][CH3:13])(=[O:10])=[O:9])=[CH:4][CH:3]=1.[C:14]([C:16]1[N:20]([CH3:21])[C:19](B(O)O)=[CH:18][CH:17]=1)#[N:15].[F-].[K+].C(P(C(C)(C)C)C(C)(C)C)(C)(C)C. Product: [C:14]([C:16]1[N:20]([CH3:21])[C:19]([C:2]2[CH:7]=[CH:6][C:5]([S:8]([NH:11][CH2:12][CH3:13])(=[O:10])=[O:9])=[CH:4][CH:3]=2)=[CH:18][CH:17]=1)#[N:15]. The catalyst class is: 110. (2) Reactant: Br[C:2]1[CH:3]=[CH:4][C:5](=[O:21])[N:6]([CH2:9][CH2:10][C:11]2[CH:20]=[CH:19][C:14]([C:15]([O:17][CH3:18])=[O:16])=[CH:13][CH:12]=2)[C:7]=1[CH3:8].[C:22]1(B(O)O)[CH:27]=[CH:26][CH:25]=[CH:24][CH:23]=1.P([O-])([O-])([O-])=O.[K+].[K+].[K+]. Product: [CH3:8][C:7]1[N:6]([CH2:9][CH2:10][C:11]2[CH:20]=[CH:19][C:14]([C:15]([O:17][CH3:18])=[O:16])=[CH:13][CH:12]=2)[C:5](=[O:21])[CH:4]=[CH:3][C:2]=1[C:22]1[CH:27]=[CH:26][CH:25]=[CH:24][CH:23]=1. The catalyst class is: 12. (3) Reactant: [CH2:1]([N:4]([S:27]([CH2:30][C:31]1[CH:36]=[CH:35][CH:34]=[CH:33][CH:32]=1)(=[O:29])=[O:28])[C:5]([CH:7]1[CH2:12][CH2:11][N:10]([C:13]2[NH:18][C:17](=[O:19])[C:16]([C:20]([O:22][CH2:23][CH3:24])=[O:21])=[CH:15][C:14]=2[C:25]#[N:26])[CH2:9][CH2:8]1)=[O:6])[CH:2]=[CH2:3].I[CH2:38][CH:39]([F:41])[F:40].O. Product: [CH2:1]([N:4]([S:27]([CH2:30][C:31]1[CH:32]=[CH:33][CH:34]=[CH:35][CH:36]=1)(=[O:29])=[O:28])[C:5]([CH:7]1[CH2:12][CH2:11][N:10]([C:13]2[C:14]([C:25]#[N:26])=[CH:15][C:16]([C:20]([O:22][CH2:23][CH3:24])=[O:21])=[C:17]([O:19][CH2:38][CH:39]([F:41])[F:40])[N:18]=2)[CH2:9][CH2:8]1)=[O:6])[CH:2]=[CH2:3]. The catalyst class is: 16.